This data is from Catalyst prediction with 721,799 reactions and 888 catalyst types from USPTO. The task is: Predict which catalyst facilitates the given reaction. (1) Reactant: [CH2:1]([C:5]1([CH3:37])[CH2:10][CH2:9][N:8]([C:11]2[N:16]3[N:17]=[C:18]([C:20]([O:22]CC)=[O:21])[CH:19]=[C:15]3[N:14]=[C:13]([CH3:25])[C:12]=2[C@H:26]([O:32][C:33]([CH3:36])([CH3:35])[CH3:34])[C:27]([O:29][CH2:30][CH3:31])=[O:28])[CH2:7][CH2:6]1)[CH2:2][CH:3]=[CH2:4].[OH-].[Na+]. Product: [CH2:1]([C:5]1([CH3:37])[CH2:10][CH2:9][N:8]([C:11]2[N:16]3[N:17]=[C:18]([C:20]([OH:22])=[O:21])[CH:19]=[C:15]3[N:14]=[C:13]([CH3:25])[C:12]=2[C@H:26]([O:32][C:33]([CH3:36])([CH3:35])[CH3:34])[C:27]([O:29][CH2:30][CH3:31])=[O:28])[CH2:7][CH2:6]1)[CH2:2][CH:3]=[CH2:4]. The catalyst class is: 8. (2) Reactant: [CH3:1][O:2][C:3]1[N:12]=[C:11]2[C:6]([CH2:7][CH2:8][C:9](=[O:17])[N:10]2[CH2:13][CH:14]2[CH2:16][O:15]2)=[CH:5][CH:4]=1.[NH:18]1[CH2:23][CH2:22][CH:21]([NH:24][C:25](=[O:31])[O:26][C:27]([CH3:30])([CH3:29])[CH3:28])[CH2:20][CH2:19]1. Product: [OH:15][CH:14]([CH2:13][N:10]1[C:11]2[C:6](=[CH:5][CH:4]=[C:3]([O:2][CH3:1])[N:12]=2)[CH2:7][CH2:8][C:9]1=[O:17])[CH2:16][N:18]1[CH2:19][CH2:20][CH:21]([NH:24][C:25](=[O:31])[O:26][C:27]([CH3:29])([CH3:28])[CH3:30])[CH2:22][CH2:23]1. The catalyst class is: 3. (3) Reactant: [C:1]([O:5][C:6]([N:8](C)[CH:9]([C:13]([CH3:17])([CH3:16])[CH:14]=[CH2:15])[C:10]([OH:12])=O)=[O:7])([CH3:4])([CH3:3])[CH3:2].O[C:20]1C2N=NNC=2C=C[CH:21]=1.CN1CCOCC1.[NH2:36][C@@H:37]([C:52]([CH3:55])([CH3:54])[CH3:53])[C:38]([N:40]([CH3:51])[CH:41]([CH:48]([CH3:50])[CH3:49])[CH:42]=[C:43]([CH3:47])[C:44]([O-:46])=[O:45])=[O:39]. Product: [C:52]([C@@H:37]([C:38](=[O:39])[N:40]([CH3:51])[C@@H:41]([CH:48]([CH3:50])[CH3:49])/[CH:42]=[C:43](\[CH3:47])/[C:44]([O:46][CH2:20][CH3:21])=[O:45])[NH:36][C:10](=[O:12])[CH:9]([C:13]([CH3:16])([CH3:17])[CH:14]=[CH2:15])[NH:8][C:6](=[O:7])[O:5][C:1]([CH3:2])([CH3:3])[CH3:4])([CH3:53])([CH3:54])[CH3:55]. The catalyst class is: 9. (4) Product: [N+:5]([CH2:8][CH2:9][C:10]1[CH:15]=[CH:14][C:13]([NH:16][C:17]2[CH:22]=[CH:21][CH:20]=[CH:19][CH:18]=2)=[CH:12][CH:11]=1)([O-:7])=[O:6]. The catalyst class is: 16. Reactant: C(O)(=O)C.[N+:5](/[CH:8]=[CH:9]/[C:10]1[CH:15]=[CH:14][C:13]([NH:16][C:17]2[CH:22]=[CH:21][CH:20]=[CH:19][CH:18]=2)=[CH:12][CH:11]=1)([O-:7])=[O:6].[BH4-].[Na+]. (5) Reactant: C([O:3][C:4]([C:6]1[NH:7][C:8]2[C:13]([CH:14]=1)=[C:12]([O:15][C:16]1[CH:21]=[CH:20][C:19]([F:22])=[C:18]([F:23])[CH:17]=1)[CH:11]=[CH:10][CH:9]=2)=[O:5])C.[Li+].[OH-]. Product: [F:23][C:18]1[CH:17]=[C:16]([CH:21]=[CH:20][C:19]=1[F:22])[O:15][C:12]1[CH:11]=[CH:10][CH:9]=[C:8]2[C:13]=1[CH:14]=[C:6]([C:4]([OH:5])=[O:3])[NH:7]2. The catalyst class is: 24. (6) Reactant: C(OC(=O)[NH:7][C@H:8]([CH2:31][NH:32][C:33]([C:35]1[C:40]([NH2:41])=[N:39][C:38]([NH2:42])=[C:37]([Cl:43])[N:36]=1)=[O:34])[CH2:9][CH2:10][CH2:11][CH2:12][NH:13][C:14](=[O:30])[CH2:15][C:16]1[CH:21]=[CH:20][C:19]([O:22][CH2:23][C:24]2[CH:29]=[CH:28][CH:27]=[CH:26][CH:25]=2)=[CH:18][CH:17]=1)(C)(C)C.[C:45]([OH:51])([C:47]([F:50])([F:49])[F:48])=[O:46]. Product: [F:48][C:47]([F:50])([F:49])[C:45]([OH:51])=[O:46].[NH2:7][C@@H:8]([CH2:9][CH2:10][CH2:11][CH2:12][NH:13][C:14](=[O:30])[CH2:15][C:16]1[CH:17]=[CH:18][C:19]([O:22][CH2:23][C:24]2[CH:29]=[CH:28][CH:27]=[CH:26][CH:25]=2)=[CH:20][CH:21]=1)[CH2:31][NH:32][C:33]([C:35]1[C:40]([NH2:41])=[N:39][C:38]([NH2:42])=[C:37]([Cl:43])[N:36]=1)=[O:34]. The catalyst class is: 2. (7) Reactant: [CH3:1][O:2][C:3]1[CH:4]=[C:5]([NH:11][C:12]([C:14]2[CH:15]=[C:16]3[C:20](=[CH:21][CH:22]=2)[NH:19][C:18]([CH2:23][CH2:24][CH2:25][NH:26]C(=O)OC(C)(C)C)=[CH:17]3)=[O:13])[CH:6]=[CH:7][C:8]=1[O:9][CH3:10].ClCCl.Cl. Product: [CH3:1][O:2][C:3]1[CH:4]=[C:5]([NH:11][C:12]([C:14]2[CH:15]=[C:16]3[C:20](=[CH:21][CH:22]=2)[NH:19][C:18]([CH2:23][CH2:24][CH2:25][NH2:26])=[CH:17]3)=[O:13])[CH:6]=[CH:7][C:8]=1[O:9][CH3:10]. The catalyst class is: 27. (8) Reactant: [CH3:1][CH2:2][N:3]([CH2:6][CH2:7][NH:8][C:9]([C:11]1[C:15]([CH3:16])=[C:14](/[CH:17]=[C:18]2/[C:19]3[CH:24]=[C:23]([F:25])[CH:22]=[CH:21][C:20]=3[NH:26][C:27]/2=[O:28])[NH:13][C:12]=1[CH3:29])=[O:10])[CH2:4][CH3:5].[C:30]([OH:38])(=[O:37])[C@H:31]([CH2:33][C:34]([OH:36])=[O:35])[OH:32]. Product: [CH3:1][CH2:2][N:3]([CH2:6][CH2:7][NH:8][C:9]([C:11]1[C:15]([CH3:16])=[C:14](/[CH:17]=[C:18]2/[C:19]3[CH:24]=[C:23]([F:25])[CH:22]=[CH:21][C:20]=3[NH:26][C:27]/2=[O:28])[NH:13][C:12]=1[CH3:29])=[O:10])[CH2:4][CH3:5].[CH2:33]([C:34]([OH:36])=[O:35])[C@H:31]([OH:32])[C:30]([OH:38])=[O:37]. The catalyst class is: 25. (9) Reactant: [CH3:1][O:2][C:3]([C@H:5]1[CH2:9][C@@H:8]([NH2:10])[CH:7]=[CH:6]1)=[O:4].C([O-])(=O)[C@@H](C1C=CC=CC=1)O.[C:22](O[C:22]([O:24][C:25]([CH3:28])([CH3:27])[CH3:26])=[O:23])([O:24][C:25]([CH3:28])([CH3:27])[CH3:26])=[O:23].C(=O)([O-])[O-].[Na+].[Na+].CCCCCCC. Product: [CH3:1][O:2][C:3]([C@H:5]1[CH2:9][C@@H:8]([NH:10][C:22]([O:24][C:25]([CH3:28])([CH3:27])[CH3:26])=[O:23])[CH:7]=[CH:6]1)=[O:4]. The catalyst class is: 6.